This data is from Catalyst prediction with 721,799 reactions and 888 catalyst types from USPTO. The task is: Predict which catalyst facilitates the given reaction. (1) Reactant: C([N:8]1[CH2:13][CH2:12][O:11][C@H:10]([CH2:14][C:15]2[CH:20]=[CH:19][C:18]([OH:21])=[C:17]([Br:22])[CH:16]=2)[CH2:9]1)(OC(C)(C)C)=O.C(=O)([O-])[O-].[K+].[K+].[CH2:29](Br)[CH:30]=[CH2:31]. Product: [Br:22][C:17]1[CH:16]=[C:15]([CH:20]=[CH:19][C:18]=1[O:21][CH2:31][CH:30]=[CH2:29])[CH2:14][C@H:10]1[O:11][CH2:12][CH2:13][NH:8][CH2:9]1. The catalyst class is: 21. (2) Reactant: [CH:1]1[C:13]2[CH2:12][C:11]3[C:6](=[CH:7][CH:8]=[C:9]([NH2:14])[CH:10]=3)[C:5]=2[CH:4]=[CH:3][C:2]=1[NH2:15].C([O-])([O-])=[O:17].[Cs+].[Cs+].O. Product: [NH2:15][C:2]1[CH:3]=[CH:4][C:5]2[C:6]3[C:11](=[CH:10][C:9]([NH2:14])=[CH:8][CH:7]=3)[C:12](=[O:17])[C:13]=2[CH:1]=1. The catalyst class is: 16.